From a dataset of Retrosynthesis with 50K atom-mapped reactions and 10 reaction types from USPTO. Predict the reactants needed to synthesize the given product. (1) Given the product O[C@H](COc1cccc2c1OCC(CN1CCOCC1)=C2)CN1CCC(c2ccc3ccccc3c2)CC1, predict the reactants needed to synthesize it. The reactants are: O=C(C1=Cc2cccc(OC[C@@H](O)CN3CCC(c4ccc5ccccc5c4)CC3)c2OC1)N1CCOCC1. (2) Given the product O=C(OCc1ccccc1)C1CCC(CO)CC1, predict the reactants needed to synthesize it. The reactants are: BrCc1ccccc1.O=C(O)C1CCC(CO)CC1. (3) Given the product N#Cc1ccc(N(Cc2cnc(Br)s2)n2cnnc2)cc1, predict the reactants needed to synthesize it. The reactants are: BrCc1cnc(Br)s1.N#Cc1ccc(Nn2cnnc2)cc1. (4) Given the product NCC(Nc1cccc([N+](=O)[O-])c1)C(F)(F)F, predict the reactants needed to synthesize it. The reactants are: O=C1c2ccccc2C(=O)N1CC(Nc1cccc([N+](=O)[O-])c1)C(F)(F)F. (5) Given the product COc1ccc2c(O[C@@H]3C[C@@H](C(=O)O)N(C(=O)OCC4c5ccccc5-c5ccccc54)C3)nccc2c1, predict the reactants needed to synthesize it. The reactants are: COc1ccc2c(O[C@H]3CN[C@H](C(=O)O)C3)nccc2c1.O=C(Cl)OCC1c2ccccc2-c2ccccc21. (6) Given the product O=C(C=Cc1cccnc1)NCc1ccc(C(=O)O)cc1, predict the reactants needed to synthesize it. The reactants are: NCc1ccc(C(=O)O)cc1.O=C(O)C=Cc1cccnc1. (7) Given the product CCOC(=O)CC(NC(=O)C(CC)c1ccccc1)c1cccc(NS(=O)(=O)c2cccc(N)c2)c1, predict the reactants needed to synthesize it. The reactants are: CCOC(=O)CC(NC(=O)C(CC)c1ccccc1)c1cccc(NS(=O)(=O)c2cccc([N+](=O)[O-])c2)c1.